This data is from Forward reaction prediction with 1.9M reactions from USPTO patents (1976-2016). The task is: Predict the product of the given reaction. (1) Given the reactants [F:1][C:2]([F:33])([F:32])[C:3]1[CH:4]=[C:5]([C@H:13]([O:15][C@@H:16]2[C@@H:23]([C:24]3[CH:29]=[CH:28][C:27]([F:30])=[CH:26][CH:25]=3)[C@H:22]3[N:18]([C:19](=[O:31])[CH2:20][CH2:21]3)[CH2:17]2)[CH3:14])[CH:6]=[C:7]([C:9]([F:12])([F:11])[F:10])[CH:8]=1.[Li+].C[Si]([N-][Si](C)(C)C)(C)C.CN([CH:47]=[O:48])C, predict the reaction product. The product is: [F:33][C:2]([F:1])([F:32])[C:3]1[CH:4]=[C:5]([C@H:13]([O:15][C@@H:16]2[C@@H:23]([C:24]3[CH:25]=[CH:26][C:27]([F:30])=[CH:28][CH:29]=3)[C@H:22]3[N:18]([C:19](=[O:31])[CH:20]([CH:47]=[O:48])[CH2:21]3)[CH2:17]2)[CH3:14])[CH:6]=[C:7]([C:9]([F:11])([F:12])[F:10])[CH:8]=1. (2) Given the reactants P(Cl)(Cl)([Cl:3])=O.[CH3:6][O:7][C:8]1[CH:17]=[C:16]2[C:11]([C:12](=O)[C:13]([C:18]([O:20][CH2:21][CH3:22])=[O:19])=[CH:14][NH:15]2)=[CH:10][CH:9]=1, predict the reaction product. The product is: [Cl:3][C:12]1[C:11]2[C:16](=[CH:17][C:8]([O:7][CH3:6])=[CH:9][CH:10]=2)[N:15]=[CH:14][C:13]=1[C:18]([O:20][CH2:21][CH3:22])=[O:19]. (3) Given the reactants [Cl:1][C:2]1[CH:7]=[CH:6][C:5]([CH:8]([O:12][C:13]2[CH:18]=[CH:17][CH:16]=[C:15]([C:19]([F:22])([F:21])[F:20])[CH:14]=2)[C:9]([OH:11])=[O:10])=[CH:4][CH:3]=1.[C:23](=[O:35])([O:28][CH:29]1[CH2:34][CH2:33][CH2:32][CH2:31][CH2:30]1)[O:24][CH:25](Cl)[CH3:26], predict the reaction product. The product is: [Cl:1][C:2]1[CH:3]=[CH:4][C:5]([CH:8]([O:12][C:13]2[CH:18]=[CH:17][CH:16]=[C:15]([C:19]([F:20])([F:21])[F:22])[CH:14]=2)[C:9]([O:11][CH:25]([O:24][C:23]([O:28][CH:29]2[CH2:34][CH2:33][CH2:32][CH2:31][CH2:30]2)=[O:35])[CH3:26])=[O:10])=[CH:6][CH:7]=1. (4) Given the reactants [CH3:1][C:2]([S:5](/[N:7]=[CH:8]/[C:9]1[N:10]=[C:11]([CH3:14])[NH:12][CH:13]=1)=[O:6])([CH3:4])[CH3:3].[CH3:15][O:16][C:17]1[CH:22]=[CH:21][C:20]([Mg]Br)=[CH:19][CH:18]=1.C1COCC1, predict the reaction product. The product is: [CH3:15][O:16][C:17]1[CH:22]=[CH:21][C:20]([CH:8]([C:9]2[N:10]=[C:11]([CH3:14])[NH:12][CH:13]=2)[NH:7][S:5]([C:2]([CH3:1])([CH3:3])[CH3:4])=[O:6])=[CH:19][CH:18]=1. (5) Given the reactants Br[C:2]1[CH:7]=[CH:6][C:5]([C:8]([CH3:17])([CH3:16])[C:9]([NH:11][CH2:12][CH:13]([CH3:15])[CH3:14])=[O:10])=[CH:4][CH:3]=1.CCO.C([O-])([O-])=O.[Na+].[Na+].[N+:27]([C:30]1[CH:31]=[C:32](B(O)O)[CH:33]=[CH:34][CH:35]=1)([O-:29])=[O:28], predict the reaction product. The product is: [CH2:12]([NH:11][C:9](=[O:10])[C:8]([CH3:17])([C:5]1[CH:6]=[CH:7][C:2]([C:34]2[CH:33]=[CH:32][CH:31]=[C:30]([N+:27]([O-:29])=[O:28])[CH:35]=2)=[CH:3][CH:4]=1)[CH3:16])[CH:13]([CH3:15])[CH3:14]. (6) Given the reactants [Br:1][C:2]1[CH:7]=[CH:6][C:5]([NH:8][C:9](=[N:21][OH:22])[C:10]2[CH:15]=[CH:14][C:13]([C:16]([F:19])([F:18])[F:17])=[CH:12][C:11]=2F)=[CH:4][CH:3]=1.CC(C)([O-])C.[K+], predict the reaction product. The product is: [Br:1][C:2]1[CH:7]=[CH:6][C:5]([NH:8][C:9]2[C:10]3[CH:15]=[CH:14][C:13]([C:16]([F:19])([F:18])[F:17])=[CH:12][C:11]=3[O:22][N:21]=2)=[CH:4][CH:3]=1. (7) The product is: [N:19]1([C:14]([CH:11]2[CH2:10][CH2:9][N:8]([C:6]([O:5][C:1]([CH3:2])([CH3:3])[CH3:4])=[O:7])[CH2:13][CH2:12]2)=[O:16])[CH2:20][CH2:25][CH2:23]1. Given the reactants [C:1]([O:5][C:6]([N:8]1[CH2:13][CH2:12][CH:11]([C:14]([OH:16])=O)[CH2:10][CH2:9]1)=[O:7])([CH3:4])([CH3:3])[CH3:2].CC[N:19]([CH:23]([CH3:25])C)[CH:20](C)C.CN(C(ON1N=NC2C=CC=CC1=2)=[N+](C)C)C.[B-](F)(F)(F)F.N1CCC1, predict the reaction product.